From a dataset of NCI-60 drug combinations with 297,098 pairs across 59 cell lines. Regression. Given two drug SMILES strings and cell line genomic features, predict the synergy score measuring deviation from expected non-interaction effect. (1) Drug 1: CS(=O)(=O)C1=CC(=C(C=C1)C(=O)NC2=CC(=C(C=C2)Cl)C3=CC=CC=N3)Cl. Drug 2: CN(CCCl)CCCl.Cl. Cell line: EKVX. Synergy scores: CSS=6.01, Synergy_ZIP=-3.02, Synergy_Bliss=-5.00, Synergy_Loewe=-5.65, Synergy_HSA=-4.81. (2) Drug 1: CC(C)(C1=NC(=CC=C1)N2C3=NC(=NC=C3C(=O)N2CC=C)NC4=CC=C(C=C4)N5CCN(CC5)C)O. Drug 2: CC1=C(C(=CC=C1)Cl)NC(=O)C2=CN=C(S2)NC3=CC(=NC(=N3)C)N4CCN(CC4)CCO. Cell line: NCIH23. Synergy scores: CSS=71.0, Synergy_ZIP=7.70, Synergy_Bliss=6.71, Synergy_Loewe=8.15, Synergy_HSA=13.1. (3) Drug 1: CN1C(=O)N2C=NC(=C2N=N1)C(=O)N. Drug 2: C1CN1C2=NC(=NC(=N2)N3CC3)N4CC4. Cell line: NCIH23. Synergy scores: CSS=47.1, Synergy_ZIP=3.11, Synergy_Bliss=4.79, Synergy_Loewe=-31.4, Synergy_HSA=1.57. (4) Drug 1: CC1=C(C=C(C=C1)NC(=O)C2=CC=C(C=C2)CN3CCN(CC3)C)NC4=NC=CC(=N4)C5=CN=CC=C5. Drug 2: CC12CCC3C(C1CCC2OP(=O)(O)O)CCC4=C3C=CC(=C4)OC(=O)N(CCCl)CCCl.[Na+]. Cell line: SF-539. Synergy scores: CSS=9.07, Synergy_ZIP=2.89, Synergy_Bliss=0.941, Synergy_Loewe=-2.12, Synergy_HSA=1.75. (5) Drug 1: CC1=C2C(C(=O)C3(C(CC4C(C3C(C(C2(C)C)(CC1OC(=O)C(C(C5=CC=CC=C5)NC(=O)OC(C)(C)C)O)O)OC(=O)C6=CC=CC=C6)(CO4)OC(=O)C)OC)C)OC. Drug 2: CCN(CC)CCNC(=O)C1=C(NC(=C1C)C=C2C3=C(C=CC(=C3)F)NC2=O)C. Cell line: NCI-H522. Synergy scores: CSS=42.7, Synergy_ZIP=0.379, Synergy_Bliss=-1.49, Synergy_Loewe=-39.4, Synergy_HSA=-3.23. (6) Drug 1: CC1=C(N=C(N=C1N)C(CC(=O)N)NCC(C(=O)N)N)C(=O)NC(C(C2=CN=CN2)OC3C(C(C(C(O3)CO)O)O)OC4C(C(C(C(O4)CO)O)OC(=O)N)O)C(=O)NC(C)C(C(C)C(=O)NC(C(C)O)C(=O)NCCC5=NC(=CS5)C6=NC(=CS6)C(=O)NCCC[S+](C)C)O. Drug 2: C1=CC=C(C(=C1)C(C2=CC=C(C=C2)Cl)C(Cl)Cl)Cl. Cell line: DU-145. Synergy scores: CSS=-2.54, Synergy_ZIP=18.0, Synergy_Bliss=22.5, Synergy_Loewe=-10.7, Synergy_HSA=-1.25. (7) Drug 1: CC1=C(C=C(C=C1)C(=O)NC2=CC(=CC(=C2)C(F)(F)F)N3C=C(N=C3)C)NC4=NC=CC(=N4)C5=CN=CC=C5. Drug 2: CS(=O)(=O)CCNCC1=CC=C(O1)C2=CC3=C(C=C2)N=CN=C3NC4=CC(=C(C=C4)OCC5=CC(=CC=C5)F)Cl. Cell line: SNB-75. Synergy scores: CSS=6.46, Synergy_ZIP=1.18, Synergy_Bliss=2.12, Synergy_Loewe=-4.86, Synergy_HSA=-5.01.